Regression. Given a target protein amino acid sequence and a drug SMILES string, predict the binding affinity score between them. We predict KIBA score (integrated kinase binding score). Dataset: kiba. From a dataset of Kinase inhibitor bioactivity data combining Ki, Kd, and IC50 measurements. The compound is CC(=O)Nc1cc2ccccn2n1. The target protein (Q96GD4) has sequence MAQKENSYPWPYGRQTAPSGLSTLPQRVLRKEPVTPSALVLMSRSNVQPTAAPGQKVMENSSGTPDILTRHFTIDDFEIGRPLGKGKFGNVYLAREKKSHFIVALKVLFKSQIEKEGVEHQLRREIEIQAHLHHPNILRLYNYFYDRRRIYLILEYAPRGELYKELQKSCTFDEQRTATIMEELADALMYCHGKKVIHRDIKPENLLLGLKGELKIADFGWSVHAPSLRRKTMCGTLDYLPPEMIEGRMHNEKVDLWCIGVLCYELLVGNPPFESASHNETYRRIVKVDLKFPASVPMGAQDLISKLLRHNPSERLPLAQVSAHPWVRANSRRVLPPSALQSVA. The KIBA score is 10.4.